Dataset: Full USPTO retrosynthesis dataset with 1.9M reactions from patents (1976-2016). Task: Predict the reactants needed to synthesize the given product. Given the product [C:1]([N:4]1[C:13]2[C:8](=[CH:9][C:10]([C:24]3[CH:25]=[N:26][NH:27][CH:28]=3)=[CH:11][CH:12]=2)[N:7]([C:15]([O:17][CH:18]2[CH2:21][CH2:20][CH2:19]2)=[O:16])[CH2:6][C@@H:5]1[CH3:22])(=[O:3])[CH3:2], predict the reactants needed to synthesize it. The reactants are: [C:1]([N:4]1[C:13]2[C:8](=[CH:9][C:10](Br)=[CH:11][CH:12]=2)[N:7]([C:15]([O:17][CH:18]2[CH2:21][CH2:20][CH2:19]2)=[O:16])[CH2:6][C@@H:5]1[CH3:22])(=[O:3])[CH3:2].C[C:24]1(C)[CH2:28][N:27](C([O-])=O)[N:26](C)[C:25]1(C)B1OCCO1.C(=O)([O-])[O-].[Cs+].[Cs+].O1CCOCC1.